From a dataset of Experimentally validated miRNA-target interactions with 360,000+ pairs, plus equal number of negative samples. Binary Classification. Given a miRNA mature sequence and a target amino acid sequence, predict their likelihood of interaction. (1) The miRNA is hsa-miR-196a-5p with sequence UAGGUAGUUUCAUGUUGUUGGG. The protein sequence of the target gene is MDVENEQILNVNPADPDNLSDSLFSGDEENAGTEEIKNEINGNWISASSINEARINAKAKRRLRKNSSRDSGRGDSVSDSGSDALRSGLTVPTSPKGRLLDRRSRSGKGRGLPKKGGAGGKGVWGTPGQVYDVEEVDVKDPNYDDDQENCVYETVVLPLDERAFEKTLTPIIQEYFEHGDTNEVAEMLRDLNLGEMKSGVPVLAVSLALEGKASHREMTSKLLSDLCGTVMSTTDVEKSFDKLLKDLPELALDTPRAPQLVGQFIARAVGDGILCNTYIDSYKGTVDCVQARAALDKATV.... Result: 1 (interaction). (2) The miRNA is mmu-miR-362-3p with sequence AACACACCUGUUCAAGGAUUCA. The protein sequence of the target gene is MLLFCPGCGNGLIVEEGQRCHRFACNTCPYVHNITRKVTNRKYPKLKEVDDVLGGAAAWENVDSTAEPCPKCEHPRAYFMQLQTRSADEPMTTFYKCCNAQCGHRWRD. Result: 1 (interaction).